This data is from Forward reaction prediction with 1.9M reactions from USPTO patents (1976-2016). The task is: Predict the product of the given reaction. (1) Given the reactants [O:1]([C:9]1[CH:14]=[CH:13][C:12]([C:15]([C:20]2[CH:25]=[CH:24][C:23](OS(C(F)(F)F)(=O)=O)=[C:22]([CH3:34])[CH:21]=2)([CH2:18][CH3:19])[CH2:16][CH3:17])=[CH:11][C:10]=1[CH3:35])[Si:2]([C:5]([CH3:8])([CH3:7])[CH3:6])([CH3:4])[CH3:3].CN(C=O)C.[CH3:41][C:42]([OH:46])([C:44]#[CH:45])[CH3:43], predict the reaction product. The product is: [O:1]([C:9]1[CH:14]=[CH:13][C:12]([C:15]([C:20]2[CH:25]=[CH:24][C:23]([C:45]#[C:44][C:42]([CH3:43])([OH:46])[CH3:41])=[C:22]([CH3:34])[CH:21]=2)([CH2:18][CH3:19])[CH2:16][CH3:17])=[CH:11][C:10]=1[CH3:35])[Si:2]([C:5]([CH3:7])([CH3:8])[CH3:6])([CH3:4])[CH3:3]. (2) Given the reactants [Cl:1][C:2]1[C:3]2[CH2:4][C:5]3[CH2:9][N:8]([C@@H:10]([CH2:14][CH:15]4[CH2:20]CCC[CH2:16]4)[C:11](O)=[O:12])[C:7](=[O:21])[C:6]=3[O:22][C:23]=2[CH:24]=[CH:25][CH:26]=1.C(Cl)(=O)C(Cl)=O.[Cl:33][C:34]1[CH:35]=[CH:36][C:37]([NH2:40])=[N:38][CH:39]=1, predict the reaction product. The product is: [Cl:33][C:34]1[CH:35]=[CH:36][C:37]([NH:40][C:11](=[O:12])[C@@H:10]([N:8]2[CH2:9][C:5]3[CH2:4][C:3]4[C:2]([Cl:1])=[CH:26][CH:25]=[CH:24][C:23]=4[O:22][C:6]=3[C:7]2=[O:21])[CH2:14][CH:15]([CH3:16])[CH3:20])=[N:38][CH:39]=1. (3) Given the reactants [NH2:1][C:2]1[C:3]([C:21](O)=[O:22])=[N:4][C:5]([N:8]2[CH2:13][CH2:12][N:11]([C:14]([O:16][C:17]([CH3:20])([CH3:19])[CH3:18])=[O:15])[CH2:10][CH2:9]2)=[CH:6][N:7]=1.N1(C(N2C=CN=C2)=O)C=CN=C1.C(N(C(C)C)C(C)C)C.[N:45]1[CH:50]=[CH:49][CH:48]=[CH:47][C:46]=1[NH2:51], predict the reaction product. The product is: [NH2:1][C:2]1[N:7]=[CH:6][C:5]([N:8]2[CH2:9][CH2:10][N:11]([C:14]([O:16][C:17]([CH3:19])([CH3:20])[CH3:18])=[O:15])[CH2:12][CH2:13]2)=[N:4][C:3]=1[C:21](=[O:22])[NH:51][C:46]1[CH:47]=[CH:48][CH:49]=[CH:50][N:45]=1. (4) Given the reactants FC(F)(F)C(O)=O.[CH3:8][N:9]1[C:14](=[O:15])[CH:13]=[CH:12][C:11]([NH:16]C(=O)OC(C)(C)C)=[CH:10]1, predict the reaction product. The product is: [NH3:9].[NH2:16][C:11]1[CH:12]=[CH:13][C:14](=[O:15])[N:9]([CH3:8])[CH:10]=1. (5) Given the reactants [Cl-].[Al+3].[Cl-].[Cl-].[C:5]([O:9][C:10]([NH:12][C@@H:13]1[CH2:18][CH2:17][CH2:16][N:15]([C:19]2[N:27]([CH2:28][C:29]3[CH:34]=[C:33]([F:35])[CH:32]=[CH:31][C:30]=3[Cl:36])[C:26]3[C:25](=[O:37])[N:24](CC4C=CC(OC)=CC=4)[C:23](=[O:47])[N:22]([CH3:48])[C:21]=3[C:20]=2[C:49]([O:51][CH3:52])=[O:50])[CH2:14]1)=[O:11])([CH3:8])([CH3:7])[CH3:6].Cl, predict the reaction product. The product is: [C:5]([O:9][C:10]([NH:12][C@@H:13]1[CH2:18][CH2:17][CH2:16][N:15]([C:19]2[N:27]([CH2:28][C:29]3[CH:34]=[C:33]([F:35])[CH:32]=[CH:31][C:30]=3[Cl:36])[C:26]3[C:25](=[O:37])[NH:24][C:23](=[O:47])[N:22]([CH3:48])[C:21]=3[C:20]=2[C:49]([O:51][CH3:52])=[O:50])[CH2:14]1)=[O:11])([CH3:8])([CH3:7])[CH3:6]. (6) Given the reactants [CH3:1][C:2]1[CH:7]=[CH:6][CH:5]=[C:4]([C:8]2[NH:9][N:10]=[C:11]([CH:13]3[CH2:18][CH2:17][NH:16][CH2:15][CH2:14]3)[N:12]=2)[N:3]=1.[F:19][C:20]1[CH:25]=[C:24]([F:26])[CH:23]=[CH:22][C:21]=1[C:27]1[C:28]([C:37]2[CH:44]=[CH:43][C:40]([CH:41]=O)=[CH:39][CH:38]=2)=[N:29][C:30]2[N:31]([N:33]=[C:34]([CH3:36])[N:35]=2)[CH:32]=1.[BH-](OC(C)=O)(OC(C)=O)OC(C)=O.[Na+].C([O-])(O)=O.[Na+], predict the reaction product. The product is: [F:19][C:20]1[CH:25]=[C:24]([F:26])[CH:23]=[CH:22][C:21]=1[C:27]1[C:28]([C:37]2[CH:38]=[CH:39][C:40]([CH2:41][N:16]3[CH2:17][CH2:18][CH:13]([C:11]4[N:12]=[C:8]([C:4]5[CH:5]=[CH:6][CH:7]=[C:2]([CH3:1])[N:3]=5)[NH:9][N:10]=4)[CH2:14][CH2:15]3)=[CH:43][CH:44]=2)=[N:29][C:30]2[N:31]([N:33]=[C:34]([CH3:36])[N:35]=2)[CH:32]=1. (7) Given the reactants [NH2:1][C:2]1[C:3]([C:13]([O:15][CH2:16][CH3:17])=[O:14])=[N:4][C:5]2[C:10]([CH:11]=1)=[CH:9][CH:8]=[C:7]([Br:12])[CH:6]=2.N1C=CC=CC=1.Cl[C:25]([O:27][CH2:28][C:29]1[CH:34]=[CH:33][CH:32]=[CH:31][CH:30]=1)=[O:26], predict the reaction product. The product is: [CH2:28]([O:27][C:25]([NH:1][C:2]1[C:3]([C:13]([O:15][CH2:16][CH3:17])=[O:14])=[N:4][C:5]2[C:10]([CH:11]=1)=[CH:9][CH:8]=[C:7]([Br:12])[CH:6]=2)=[O:26])[C:29]1[CH:34]=[CH:33][CH:32]=[CH:31][CH:30]=1.